From a dataset of Full USPTO retrosynthesis dataset with 1.9M reactions from patents (1976-2016). Predict the reactants needed to synthesize the given product. (1) Given the product [CH3:1][C:2]1[CH:3]=[CH:4][C:5]([NH:11][CH2:12][C:13]([F:19])([F:18])[C:14]([F:17])([F:16])[F:15])=[C:6]([CH:10]=1)[C:7]([NH:25][C:21]([CH3:22])([C:23]#[CH:24])[CH3:20])=[O:9], predict the reactants needed to synthesize it. The reactants are: [CH3:1][C:2]1[CH:3]=[CH:4][C:5]([NH:11][CH2:12][C:13]([F:19])([F:18])[C:14]([F:17])([F:16])[F:15])=[C:6]([CH:10]=1)[C:7]([OH:9])=O.[CH3:20][C:21]([NH2:25])([C:23]#[CH:24])[CH3:22].CCN=C=NCCCN(C)C.CCN(C(C)C)C(C)C.C1C=CC2N(O)N=NC=2C=1. (2) The reactants are: [CH3:1][O:2][C:3]1[CH:4]=[C:5]([C:11]2[C@@H:20]3[C@@H:15]([CH2:16][CH:17]=[CH:18][CH2:19]3)[C:14](=[O:21])[N:13]([CH:22]3[CH2:27][CH2:26][NH:25][CH2:24][CH2:23]3)[N:12]=2)[CH:6]=[CH:7][C:8]=1[O:9][CH3:10].[C:28]([NH:32][C:33](=[O:40])[NH:34][C@H:35]([CH3:39])[C:36](O)=[O:37])([CH3:31])([CH3:30])[CH3:29].C(OC(=O)NCCCC(N1CCC(N2N=C(C3C=CC(OC)=C(OC)C=3)[C@@H]3[C@@H](CC=CC3)C2=O)CC1)=O)(C)(C)C. Given the product [C:28]([NH:32][C:33]([NH:34][C@@H:35]([CH3:39])[C:36]([N:25]1[CH2:26][CH2:27][CH:22]([N:13]2[N:12]=[C:11]([C:5]3[CH:6]=[CH:7][C:8]([O:9][CH3:10])=[C:3]([O:2][CH3:1])[CH:4]=3)[C@@H:20]3[C@@H:15]([CH2:16][CH:17]=[CH:18][CH2:19]3)[C:14]2=[O:21])[CH2:23][CH2:24]1)=[O:37])=[O:40])([CH3:31])([CH3:30])[CH3:29], predict the reactants needed to synthesize it. (3) Given the product [CH:1]1([C:4]2[NH:8][C:7]3[CH:9]=[C:10]([C:14]4[C:15]([CH3:20])=[N:16][O:17][C:18]=4[CH3:19])[CH:11]=[C:12]([C:30]4[CH:35]=[C:34]([O:36][CH3:37])[CH:33]=[C:32]([O:38][CH3:39])[CH:31]=4)[C:6]=3[N:5]=2)[CH2:3][CH2:2]1, predict the reactants needed to synthesize it. The reactants are: [CH:1]1([C:4]2[NH:8][C:7]3[CH:9]=[C:10]([C:14]4[C:15]([CH3:20])=[N:16][O:17][C:18]=4[CH3:19])[CH:11]=[C:12](I)[C:6]=3[N:5]=2)[CH2:3][CH2:2]1.B1([C:30]2[CH:35]=[C:34]([O:36][CH3:37])[CH:33]=[C:32]([O:38][CH3:39])[CH:31]=2)OC(C)(C)C(C)(C)O1. (4) The reactants are: [C:1]([O:5][C:6]([CH:8]([CH:14]([OH:25])[C:15]1[CH:20]=[CH:19][C:18]([C:21]([F:24])([F:23])[F:22])=[CH:17][CH:16]=1)[C:9]([O:11][CH2:12][CH3:13])=[O:10])=[O:7])([CH3:4])([CH3:3])[CH3:2].CN(C=O)C.[CH3:31][O:32][CH2:33]Cl.C(N(CC)C(C)C)(C)C. Given the product [C:1]([O:5][C:6]([CH:8]([CH:14]([O:25][CH2:31][O:32][CH3:33])[C:15]1[CH:16]=[CH:17][C:18]([C:21]([F:23])([F:24])[F:22])=[CH:19][CH:20]=1)[C:9]([O:11][CH2:12][CH3:13])=[O:10])=[O:7])([CH3:2])([CH3:3])[CH3:4], predict the reactants needed to synthesize it. (5) Given the product [Br-:10].[OH:1][C@@H:2]1[CH:7]2[CH2:8][CH2:9][N+:4]([CH2:11][CH2:12][O:13][CH2:14][CH2:15][O:16][CH3:17])([CH2:5][CH2:6]2)[CH2:3]1, predict the reactants needed to synthesize it. The reactants are: [OH:1][C@@H:2]1[CH:7]2[CH2:8][CH2:9][N:4]([CH2:5][CH2:6]2)[CH2:3]1.[Br:10][CH2:11][CH2:12][O:13][CH2:14][CH2:15][O:16][CH3:17]. (6) Given the product [C:1]([O:5][C:6]([N:8]1[CH2:13][CH2:12][N:11]([C:14]2[CH:22]=[CH:21][CH:20]=[C:19]3[C:15]=2[C:16]([S:30]([C:24]2[CH:29]=[CH:28][CH:27]=[CH:26][CH:25]=2)(=[O:32])=[O:31])=[N:17][NH:18]3)[CH2:10][CH2:9]1)=[O:7])([CH3:4])([CH3:3])[CH3:2], predict the reactants needed to synthesize it. The reactants are: [C:1]([O:5][C:6]([N:8]1[CH2:13][CH2:12][N:11]([C:14]2[CH:22]=[CH:21][CH:20]=[C:19]3[C:15]=2[C:16](I)=[N:17][NH:18]3)[CH2:10][CH2:9]1)=[O:7])([CH3:4])([CH3:3])[CH3:2].[C:24]1([S:30]([O-:32])=[O:31])[CH:29]=[CH:28][CH:27]=[CH:26][CH:25]=1.[Na+].